Predict the reaction yield, written as a fraction of the theoretical maximum amount of product (1.0 means a 100% yield; for example, 0.34 means a 34% yield). From a dataset of Reaction yield outcomes from USPTO patents with 853,638 reactions. (1) The product is [C:33]([O:32][C:30](=[O:31])[CH2:29][O:28][C:27]1[CH:26]=[C:25]([CH3:40])[C:24]([O:23][C:13]2[CH:12]=[C:11]3[C:16](=[CH:15][CH:14]=2)[N:8]([Si:1]([C:4]([CH3:7])([CH3:6])[CH3:5])([CH3:3])[CH3:2])[CH:9]=[C:10]3[CH:20]([CH3:22])[CH3:21])=[C:38]([CH3:39])[CH:37]=1)([CH3:36])([CH3:35])[CH3:34]. The reactants are [Si:1]([N:8]1[C:16]2[C:11](=[CH:12][C:13](B(O)O)=[CH:14][CH:15]=2)[C:10]([CH:20]([CH3:22])[CH3:21])=[CH:9]1)([C:4]([CH3:7])([CH3:6])[CH3:5])([CH3:3])[CH3:2].[OH:23][C:24]1[C:38]([CH3:39])=[CH:37][C:27]([O:28][CH2:29][C:30]([O:32][C:33]([CH3:36])([CH3:35])[CH3:34])=[O:31])=[CH:26][C:25]=1[CH3:40].N1C=CC=CC=1.C(N(CC)CC)C. The yield is 0.620. The catalyst is ClCCl.C([O-])(=O)C.[Cu+2].C([O-])(=O)C. (2) The reactants are [CH2:1]([O:3][C:4](=[O:34])[C:5]1[CH:10]=[C:9]([N:11]2[C:15]([CH3:16])=[CH:14][CH:13]=[C:12]2[C:17]2[CH:22]=[C:21]([Br:23])[CH:20]=[CH:19][C:18]=2[O:24]CC2C=CC(OC)=CC=2)[CH:8]=[N:7][CH:6]=1)[CH3:2]. The catalyst is Cl.O1CCOCC1. The product is [CH2:1]([O:3][C:4](=[O:34])[C:5]1[CH:10]=[C:9]([N:11]2[C:15]([CH3:16])=[CH:14][CH:13]=[C:12]2[C:17]2[CH:22]=[C:21]([Br:23])[CH:20]=[CH:19][C:18]=2[OH:24])[CH:8]=[N:7][CH:6]=1)[CH3:2]. The yield is 0.270. (3) The reactants are [F:1][C:2]1[CH:7]=[CH:6][C:5]([O:8][C:9]2[CH:14]=[CH:13][C:12]([N+:15]([O-])=O)=[CH:11][CH:10]=2)=[CH:4][C:3]=1[C:18]([F:21])([F:20])[F:19]. The catalyst is CO.[Pd]. The product is [F:1][C:2]1[CH:7]=[CH:6][C:5]([O:8][C:9]2[CH:10]=[CH:11][C:12]([NH2:15])=[CH:13][CH:14]=2)=[CH:4][C:3]=1[C:18]([F:19])([F:20])[F:21]. The yield is 0.950. (4) The reactants are [Li+].CC([N-]C(C)C)C.[F:9][C:10]1[C:11]([C:16]#[N:17])=[N:12][CH:13]=[CH:14][CH:15]=1.[I:18]I. The catalyst is C1COCC1. The product is [F:9][C:10]1[C:11]([C:16]#[N:17])=[N:12][CH:13]=[CH:14][C:15]=1[I:18]. The yield is 0.730. (5) The reactants are [N+]([O-])(O)=O.[N+:5]([C:8]1[CH:18]=[CH:17][C:11]2[CH2:12][CH2:13][NH:14][CH2:15][CH2:16][C:10]=2[CH:9]=1)([O-:7])=[O:6].C(=O)([O-])[O-].[F:23][C:24]([F:29])([F:28])[C@@H:25]1[CH2:27][O:26]1. The catalyst is C1COCC1. The product is [F:23][C:24]([F:29])([F:28])[C@@H:25]([OH:26])[CH2:27][N:14]1[CH2:15][CH2:16][C:10]2[CH:9]=[C:8]([N+:5]([O-:7])=[O:6])[CH:18]=[CH:17][C:11]=2[CH2:12][CH2:13]1. The yield is 0.950. (6) The reactants are [CH3:1][O:2][C:3]1[CH:4]=[C:5]2[C:10](=[CH:11][C:12]=1[O:13][CH3:14])[N:9]=[CH:8][N:7]=[C:6]2[O:15][C:16]1[CH:22]=[CH:21][C:19]([NH2:20])=[CH:18][CH:17]=1.C1(C)C=CC=CC=1.C(N(CC)CC)C.Cl[C:38](Cl)([O:40]C(=O)OC(Cl)(Cl)Cl)Cl.[CH3:49][O:50][C:51]1[CH:52]=[C:53]([CH:57]=[CH:58][CH:59]=1)[CH:54]([OH:56])[CH3:55]. The catalyst is C(Cl)Cl. The product is [CH3:1][O:2][C:3]1[CH:4]=[C:5]2[C:10](=[CH:11][C:12]=1[O:13][CH3:14])[N:9]=[CH:8][N:7]=[C:6]2[O:15][C:16]1[CH:22]=[CH:21][C:19]([NH:20][C:38](=[O:40])[O:56][CH:54]([C:53]2[CH:57]=[CH:58][CH:59]=[C:51]([O:50][CH3:49])[CH:52]=2)[CH3:55])=[CH:18][CH:17]=1. The yield is 0.580. (7) The reactants are Cl[CH2:2][C:3]1[N:4]=[C:5]2[C:10]([NH:11][C:12](=[O:17])[C:13]([CH3:16])([CH3:15])[CH3:14])=[CH:9][CH:8]=[CH:7][N:6]2[C:18]=1[CH3:19].[CH3:20][OH:21]. No catalyst specified. The product is [CH3:20][O:21][CH2:2][C:3]1[N:4]=[C:5]2[C:10]([NH:11][C:12](=[O:17])[C:13]([CH3:16])([CH3:15])[CH3:14])=[CH:9][CH:8]=[CH:7][N:6]2[C:18]=1[CH3:19]. The yield is 0.990.